The task is: Predict the reactants needed to synthesize the given product.. This data is from Full USPTO retrosynthesis dataset with 1.9M reactions from patents (1976-2016). (1) Given the product [CH2:18]([O:1][C:2]1[C:7]([C:8]([O:10][CH2:11][CH3:12])=[O:9])=[CH:6][N:5]=[C:4]([N:13]2[CH:17]=[CH:16][CH:15]=[N:14]2)[N:3]=1)[C:19]1[CH:24]=[CH:23][CH:22]=[CH:21][CH:20]=1, predict the reactants needed to synthesize it. The reactants are: [OH:1][C:2]1[C:7]([C:8]([O:10][CH2:11][CH3:12])=[O:9])=[CH:6][N:5]=[C:4]([N:13]2[CH:17]=[CH:16][CH:15]=[N:14]2)[N:3]=1.[CH2:18](Cl)[C:19]1[CH:24]=[CH:23][CH:22]=[CH:21][CH:20]=1.CCN(CC)CC. (2) Given the product [Cl:1][C:2]1[C:3]([C:26]#[N:27])=[C:4]([C:8]([NH:10][C@@H:11]2[CH2:16][CH2:15][NH:14][CH2:13][C@@H:12]2[O:22][CH2:23][CH:24]=[CH2:25])=[O:9])[NH:5][C:6]=1[CH3:7], predict the reactants needed to synthesize it. The reactants are: [Cl:1][C:2]1[C:3]([C:26]#[N:27])=[C:4]([C:8]([NH:10][C@@H:11]2[CH2:16][CH2:15][N:14](C(OCC)=O)[CH2:13][C@@H:12]2[O:22][CH2:23][CH:24]=[CH2:25])=[O:9])[NH:5][C:6]=1[CH3:7].II.C[Si](C)(C)[Si](C)(C)C.S([O-])([O-])(=O)=S.[Na+].[Na+]. (3) Given the product [F:1][C:2]1[CH:32]=[CH:31][C:5]([CH2:6][NH:7][C:8]([C:10]2[N:11]=[C:12]3[N:27]([CH:28]([CH3:30])[CH3:29])[CH2:26][CH2:25][N:13]3[C:14](=[O:24])[C:15]=2[OH:16])=[O:9])=[C:4]([S:33](=[O:37])(=[O:38])[N:34]([CH3:36])[CH3:35])[CH:3]=1, predict the reactants needed to synthesize it. The reactants are: [F:1][C:2]1[CH:32]=[CH:31][C:5]([CH2:6][NH:7][C:8]([C:10]2[N:11]=[C:12]3[N:27]([CH:28]([CH3:30])[CH3:29])[CH2:26][CH2:25][N:13]3[C:14](=[O:24])[C:15]=2[O:16]CC2C=CC=CC=2)=[O:9])=[C:4]([S:33](=[O:38])(=[O:37])[N:34]([CH3:36])[CH3:35])[CH:3]=1. (4) Given the product [CH2:18]([N:25]1[CH2:9][CH2:8][CH:2]1[C:3]([O:5][CH2:6][CH3:7])=[O:4])[C:19]1[CH:24]=[CH:23][CH:22]=[CH:21][CH:20]=1, predict the reactants needed to synthesize it. The reactants are: Br[CH:2]([CH2:8][CH2:9]Br)[C:3]([O:5][CH2:6][CH3:7])=[O:4].C(N(CC)CC)C.[CH2:18]([NH2:25])[C:19]1[CH:24]=[CH:23][CH:22]=[CH:21][CH:20]=1. (5) Given the product [C:36]([CH:40]1[CH2:45][CH2:44][CH:43]([C:46]2[CH:47]=[C:48]([NH:52][C:53](=[O:68])[CH2:54][C:55]3[CH:60]=[CH:59][C:58]([O:61][CH2:62][CH2:63][OH:64])=[C:57]([O:66][CH3:67])[CH:56]=3)[CH:49]=[CH:50][CH:51]=2)[CH2:42][CH2:41]1)([CH3:39])([CH3:37])[CH3:38], predict the reactants needed to synthesize it. The reactants are: C(C1CCC(C2C=C(NC(=O)C(OC)C3C=CC(C(OCC)=O)=C(OC)C=3)C=CC=2)CC1)(C)(C)C.[C:36]([CH:40]1[CH2:45][CH2:44][CH:43]([C:46]2[CH:47]=[C:48]([NH:52][C:53](=[O:68])[CH2:54][C:55]3[CH:60]=[CH:59][C:58]([O:61][CH2:62][C:63](O)=[O:64])=[C:57]([O:66][CH3:67])[CH:56]=3)[CH:49]=[CH:50][CH:51]=2)[CH2:42][CH2:41]1)([CH3:39])([CH3:38])[CH3:37].[BH4-].[Na+].[Cl-].[NH4+]. (6) Given the product [O:10]=[C:3]1[C:4]2[C:5](=[CH:6][CH:7]=[CH:8][CH:9]=2)[C:1](=[O:11])[N:12]1[CH2:13][C:14]([OH:16])=[O:15], predict the reactants needed to synthesize it. The reactants are: [C:1]1(=[O:11])[C:5]2[CH:6]=[CH:7][CH:8]=[CH:9][C:4]=2[C:3](=[O:10])O1.[NH2:12][CH2:13][C:14]([OH:16])=[O:15]. (7) Given the product [C:23]([O:22][Si:2]([O:22][C:23](=[O:25])[CH3:24])([O:25][C:23](=[O:22])[CH3:24])[CH2:3][CH2:4][C:5]([F:16])([F:15])[C:6]([F:14])([F:13])[CH2:7][CH2:8][Si:9]([O:25][C:23](=[O:22])[CH3:24])([O:25][C:23](=[O:22])[CH3:24])[O:25][C:23](=[O:22])[CH3:24])(=[O:25])[CH3:24], predict the reactants needed to synthesize it. The reactants are: Cl[Si:2](Cl)(Cl)[CH2:3][CH2:4][C:5]([F:16])([F:15])[C:6]([F:14])([F:13])[CH2:7][CH2:8][Si:9](Cl)(Cl)Cl.C([O:22][C:23](=[O:25])[CH3:24])(=O)C.